From a dataset of Forward reaction prediction with 1.9M reactions from USPTO patents (1976-2016). Predict the product of the given reaction. (1) Given the reactants [Cl:1][C:2]1[CH:7]=[CH:6][C:5]([C:8](=[O:13])[C:9]([F:12])([F:11])[F:10])=[CH:4][C:3]=1[CH3:14].[BH4-].[Na+].Cl, predict the reaction product. The product is: [Cl:1][C:2]1[CH:7]=[CH:6][C:5]([CH:8]([OH:13])[C:9]([F:11])([F:12])[F:10])=[CH:4][C:3]=1[CH3:14]. (2) Given the reactants [Cl:1][C:2]1[CH:7]=[CH:6][C:5]([C:8]2[N:13]=[CH:12][C:11]([OH:14])=[CH:10][CH:9]=2)=[CH:4][CH:3]=1.[CH2:15]([O:17][C:18]([C:20]1([CH2:34]I)[CH2:24][CH2:23][N:22]([C:25](=[O:33])[C:26]2[CH:31]=[CH:30][C:29]([F:32])=[CH:28][CH:27]=2)[CH2:21]1)=[O:19])[CH3:16], predict the reaction product. The product is: [CH2:15]([O:17][C:18]([C:20]1([CH2:34][O:14][C:11]2[CH:12]=[N:13][C:8]([C:5]3[CH:4]=[CH:3][C:2]([Cl:1])=[CH:7][CH:6]=3)=[CH:9][CH:10]=2)[CH2:24][CH2:23][N:22]([C:25](=[O:33])[C:26]2[CH:27]=[CH:28][C:29]([F:32])=[CH:30][CH:31]=2)[CH2:21]1)=[O:19])[CH3:16]. (3) Given the reactants Br[C:2]1[CH:3]=[C:4]([NH:10][C@H:11]([CH2:15][CH:16]2[CH2:21][CH2:20][CH2:19][CH2:18][CH2:17]2)[C:12]([NH2:14])=[O:13])[CH:5]=[CH:6][C:7]=1[C:8]#[N:9].Cl.[NH2:23][C:24]1[S:28][N:27]=[C:26]([CH3:29])[CH:25]=1.C1C=CC(P(C2C(C3C(P(C4C=CC=CC=4)C4C=CC=CC=4)=CC=C4C=3C=CC=C4)=C3C(C=CC=C3)=CC=2)C2C=CC=CC=2)=CC=1.C([O-])([O-])=O.[K+].[K+], predict the reaction product. The product is: [C:8]([C:7]1[CH:6]=[CH:5][C:4]([NH:10][C@H:11]([CH2:15][CH:16]2[CH2:21][CH2:20][CH2:19][CH2:18][CH2:17]2)[C:12]([NH2:14])=[O:13])=[CH:3][C:2]=1[NH:23][C:24]1[S:28][N:27]=[C:26]([CH3:29])[CH:25]=1)#[N:9].